From a dataset of Forward reaction prediction with 1.9M reactions from USPTO patents (1976-2016). Predict the product of the given reaction. (1) Given the reactants [NH2:1][C:2]1[CH:3]=[C:4]2[C:8](=[CH:9][CH:10]=1)[NH:7][C:6]([C:11]([NH:13][CH2:14][CH2:15][C:16]1[CH:21]=[CH:20][C:19]([N:22]3[CH2:27][CH2:26][CH2:25][CH2:24][CH2:23]3)=[CH:18][CH:17]=1)=[O:12])=[C:5]2[CH2:28][CH3:29].C1(P(C2C=CC=CC=2)C2C=CC=CC=2)C=CC=CC=1.[C:49](=S)=[S:50], predict the reaction product. The product is: [CH2:28]([C:5]1[C:4]2[C:8](=[CH:9][CH:10]=[C:2]([N:1]=[C:49]=[S:50])[CH:3]=2)[NH:7][C:6]=1[C:11]([NH:13][CH2:14][CH2:15][C:16]1[CH:21]=[CH:20][C:19]([N:22]2[CH2:27][CH2:26][CH2:25][CH2:24][CH2:23]2)=[CH:18][CH:17]=1)=[O:12])[CH3:29]. (2) The product is: [CH3:28][C:29]1[CH:34]=[C:33]([CH3:35])[CH:32]=[CH:31][C:30]=1[C:10]1[CH:11]=[CH:12][CH:13]=[C:14]2[C:9]=1[C:8](=[O:23])[N:7]([CH3:24])[C:6](=[O:25])[N:5]2[CH2:4][CH:3]([CH2:26][CH3:27])[CH2:1][CH3:2]. Given the reactants [CH2:1]([CH:3]([CH2:26][CH3:27])[CH2:4][N:5]1[C:14]2[C:9](=[C:10](OS(C(F)(F)F)(=O)=O)[CH:11]=[CH:12][CH:13]=2)[C:8](=[O:23])[N:7]([CH3:24])[C:6]1=[O:25])[CH3:2].[CH3:28][C:29]1[CH:34]=[C:33]([CH3:35])[CH:32]=[CH:31][C:30]=1OB(O)O.C(=O)([O-])[O-].[K+].[K+].C1(C)C=CC=CC=1, predict the reaction product. (3) Given the reactants [OH:1][C:2]1[CH:8]=[C:7]([F:9])[CH:6]=[CH:5][C:3]=1[NH2:4].[Br:10][C:11]1[CH:16]=[CH:15][CH:14]=[CH:13][C:12]=1[N:17]=[C:18]=[O:19], predict the reaction product. The product is: [OH:1][C:2]1[CH:8]=[C:7]([F:9])[CH:6]=[CH:5][C:3]=1[NH:4][C:18]([NH:17][C:12]1[CH:13]=[CH:14][CH:15]=[CH:16][C:11]=1[Br:10])=[O:19]. (4) Given the reactants [O:1]1[CH:5]=[CH:4][CH:3]=[C:2]1[C:6]([OH:8])=O.CN(C=O)C.C(Cl)(=O)C(Cl)=O.[C:20]([NH2:24])([CH3:23])([CH3:22])[CH3:21], predict the reaction product. The product is: [C:20]([NH:24][C:6]([C:2]1[O:1][CH:5]=[CH:4][CH:3]=1)=[O:8])([CH3:23])([CH3:22])[CH3:21]. (5) Given the reactants [CH3:1][C:2]1[N:7]([CH2:8][C:9]2[C:17]3[C:12](=[CH:13][CH:14]=[CH:15][CH:16]=3)[N:11]([CH3:18])[N:10]=2)[C:6](=[O:19])[C:5]([CH2:20][C:21]2[CH:26]=[CH:25][C:24]([C:27]3[CH:32]=[CH:31][CH:30]=[CH:29][C:28]=3[C:33]3[NH:37][C:36](=[O:38])[O:35][N:34]=3)=[CH:23][CH:22]=2)=[C:4]([CH2:39][CH2:40][CH3:41])[N:3]=1.[ClH:42].C(OCC)(=O)C, predict the reaction product. The product is: [ClH:42].[CH3:1][C:2]1[N:7]([CH2:8][C:9]2[C:17]3[C:12](=[CH:13][CH:14]=[CH:15][CH:16]=3)[N:11]([CH3:18])[N:10]=2)[C:6](=[O:19])[C:5]([CH2:20][C:21]2[CH:26]=[CH:25][C:24]([C:27]3[CH:32]=[CH:31][CH:30]=[CH:29][C:28]=3[C:33]3[NH:37][C:36](=[O:38])[O:35][N:34]=3)=[CH:23][CH:22]=2)=[C:4]([CH2:39][CH2:40][CH3:41])[N:3]=1. (6) Given the reactants Cl[C:2]1[CH:7]=[C:6]([C:8]2[CH:13]=[CH:12][C:11]([F:14])=[CH:10][C:9]=2[O:15][CH3:16])[CH:5]=[CH:4][N:3]=1.[NH2:17][C:18]1[CH:19]=[C:20]([CH2:24][S:25]([NH2:28])(=[O:27])=[O:26])[CH:21]=[CH:22][CH:23]=1.O(C(C)(C)C)[Na].CC1(C)C2C=CC=C(P(C3C=CC=CC=3)C3C=CC=CC=3)C=2OC2C1=CC=CC=2P(C1C=CC=CC=1)C1C=CC=CC=1, predict the reaction product. The product is: [F:14][C:11]1[CH:12]=[CH:13][C:8]([C:6]2[CH:5]=[CH:4][N:3]=[C:2]([NH:17][C:18]3[CH:19]=[C:20]([CH2:24][S:25]([NH2:28])(=[O:26])=[O:27])[CH:21]=[CH:22][CH:23]=3)[CH:7]=2)=[C:9]([O:15][CH3:16])[CH:10]=1. (7) Given the reactants [CH:1]1([N:5]2[CH2:10][CH2:9][N:8]([C:11]3[C:12]([CH:33]4[CH2:35][CH2:34]4)=[CH:13][C:14]4[C:26](=[O:27])[C:25]5[C:24]6[C:19](=[CH:20][C:21]([C:28]#[N:29])=[CH:22][CH:23]=6)[NH:18][C:17]=5[C:16]([CH3:31])([CH3:30])[C:15]=4[CH:32]=3)[CH2:7][CH2:6]2)[CH2:4][CH2:3][CH2:2]1.[ClH:36], predict the reaction product. The product is: [ClH:36].[CH:1]1([N:5]2[CH2:10][CH2:9][N:8]([C:11]3[C:12]([CH:33]4[CH2:35][CH2:34]4)=[CH:13][C:14]4[C:26](=[O:27])[C:25]5[C:24]6[C:19](=[CH:20][C:21]([C:28]#[N:29])=[CH:22][CH:23]=6)[NH:18][C:17]=5[C:16]([CH3:31])([CH3:30])[C:15]=4[CH:32]=3)[CH2:7][CH2:6]2)[CH2:2][CH2:3][CH2:4]1. (8) Given the reactants C(N(CC)CC)C.[N:8]1([C:14]([O:16][C:17]([CH3:20])([CH3:19])[CH3:18])=[O:15])[CH2:13][CH2:12][NH:11][CH2:10][CH2:9]1.Cl[C:22]1[C:23]2[C@H:30]([CH3:31])[CH2:29][CH2:28][C:24]=2[N:25]=[CH:26][N:27]=1.C(OCC)(=O)C, predict the reaction product. The product is: [CH3:31][C@H:30]1[C:23]2[C:22]([N:11]3[CH2:12][CH2:13][N:8]([C:14]([O:16][C:17]([CH3:20])([CH3:19])[CH3:18])=[O:15])[CH2:9][CH2:10]3)=[N:27][CH:26]=[N:25][C:24]=2[CH2:28][CH2:29]1.